This data is from Catalyst prediction with 721,799 reactions and 888 catalyst types from USPTO. The task is: Predict which catalyst facilitates the given reaction. (1) Reactant: [C:1]([C:3]1[CH:28]=[CH:27][C:6]([CH2:7][NH:8][C:9](=[O:26])[CH:10]([O:23][CH2:24][CH3:25])[N:11]2[C:19](=[O:20])[C:18]3[C:13](=[CH:14][CH:15]=[CH:16][C:17]=3[F:21])[C:12]2=[O:22])=[C:5]([N+:29]([O-])=O)[CH:4]=1)#[N:2]. Product: [NH2:29][C:5]1[CH:4]=[C:3]([C:1]#[N:2])[CH:28]=[CH:27][C:6]=1[CH2:7][NH:8][C:9](=[O:26])[CH:10]([O:23][CH2:24][CH3:25])[N:11]1[C:19](=[O:20])[C:18]2[C:13](=[CH:14][CH:15]=[CH:16][C:17]=2[F:21])[C:12]1=[O:22]. The catalyst class is: 78. (2) Reactant: [Br:1][C:2]1[CH:7]=[CH:6][C:5]([CH:8]([NH:14][CH:15]([C:20]23OCC(C)(C[O:25]2)C[O:21]3)[CH2:16][CH:17]([CH3:19])[CH3:18])[C:9]2[S:10][CH:11]=[CH:12][N:13]=2)=[CH:4][CH:3]=1.Cl. Product: [Br:1][C:2]1[CH:3]=[CH:4][C:5]([C@H:8]([NH:14][C@@H:15]([CH2:16][CH:17]([CH3:19])[CH3:18])[C:20]([OH:25])=[O:21])[C:9]2[S:10][CH:11]=[CH:12][N:13]=2)=[CH:6][CH:7]=1. The catalyst class is: 20. (3) Reactant: N[C:2]1[C:3](Br)=[N:4][CH:5]=C[CH:7]=1.[ClH:9].[S:10](Cl)(Cl)(=O)=O.C[N:16]([CH3:19])[CH:17]=O. Product: [Cl:9][C:5]1[S:10][C:19]2[C:3]([N:4]=1)=[CH:2][CH:7]=[CH:17][N:16]=2. The catalyst class is: 6. (4) Reactant: [Li+].[OH-].C([O:5][C:6]([C:8]1[N:9]=[N:10][N:11]([C:13]2[CH:18]=[CH:17][CH:16]=[CH:15][CH:14]=2)[CH:12]=1)=[O:7])C.O.Cl. Product: [C:13]1([N:11]2[CH:12]=[C:8]([C:6]([OH:7])=[O:5])[N:9]=[N:10]2)[CH:14]=[CH:15][CH:16]=[CH:17][CH:18]=1. The catalyst class is: 20. (5) Reactant: [CH3:1][O:2][C:3]([C:5]1[N:6]=[C:7]([NH2:19])[S:8][C:9]=1[CH2:10][O:11][Si](C(C)(C)C)(C)C)=[O:4].O1CCCC1.[F-].C([N+](CCCC)(CCCC)CCCC)CCC. Product: [CH3:1][O:2][C:3]([C:5]1[N:6]=[C:7]([NH2:19])[S:8][C:9]=1[CH2:10][OH:11])=[O:4]. The catalyst class is: 7.